Dataset: NCI-60 drug combinations with 297,098 pairs across 59 cell lines. Task: Regression. Given two drug SMILES strings and cell line genomic features, predict the synergy score measuring deviation from expected non-interaction effect. (1) Drug 1: CC1OCC2C(O1)C(C(C(O2)OC3C4COC(=O)C4C(C5=CC6=C(C=C35)OCO6)C7=CC(=C(C(=C7)OC)O)OC)O)O. Drug 2: CN(CC1=CN=C2C(=N1)C(=NC(=N2)N)N)C3=CC=C(C=C3)C(=O)NC(CCC(=O)O)C(=O)O. Cell line: T-47D. Synergy scores: CSS=27.3, Synergy_ZIP=-2.83, Synergy_Bliss=5.78, Synergy_Loewe=-0.842, Synergy_HSA=0.392. (2) Drug 2: CC1=CC2C(CCC3(C2CCC3(C(=O)C)OC(=O)C)C)C4(C1=CC(=O)CC4)C. Cell line: KM12. Drug 1: C1=CC(=C2C(=C1NCCNCCO)C(=O)C3=C(C=CC(=C3C2=O)O)O)NCCNCCO. Synergy scores: CSS=47.8, Synergy_ZIP=12.7, Synergy_Bliss=5.50, Synergy_Loewe=-18.2, Synergy_HSA=6.58. (3) Drug 1: CNC(=O)C1=CC=CC=C1SC2=CC3=C(C=C2)C(=NN3)C=CC4=CC=CC=N4. Drug 2: C1CC(=O)NC(=O)C1N2CC3=C(C2=O)C=CC=C3N. Cell line: MDA-MB-435. Synergy scores: CSS=11.9, Synergy_ZIP=3.49, Synergy_Bliss=7.08, Synergy_Loewe=6.36, Synergy_HSA=5.78.